From a dataset of Full USPTO retrosynthesis dataset with 1.9M reactions from patents (1976-2016). Predict the reactants needed to synthesize the given product. (1) Given the product [OH:23][C:24]1[CH:50]=[CH:49][C:48]([N:51]2[CH2:52][CH2:53][O:54][CH2:55][CH2:56]2)=[CH:47][C:25]=1[C:26]([NH:28][C:29]1[CH:41]=[C:40]([C:42]2[S:43][CH:44]=[CH:45][CH:46]=2)[CH:39]=[CH:38][C:30]=1[C:31]([OH:33])=[O:32])=[O:27], predict the reactants needed to synthesize it. The reactants are: C1(SC)C=CC=CC=1.FC(F)(F)C(O)=O.C([O:23][C:24]1[CH:50]=[CH:49][C:48]([N:51]2[CH2:56][CH2:55][O:54][CH2:53][CH2:52]2)=[CH:47][C:25]=1[C:26]([NH:28][C:29]1[CH:41]=[C:40]([C:42]2[S:43][CH:44]=[CH:45][CH:46]=2)[CH:39]=[CH:38][C:30]=1[C:31]([O:33]C(C)(C)C)=[O:32])=[O:27])C1C=CC=CC=1. (2) Given the product [CH3:1][O:2][C:3]1[CH:4]=[CH:5][C:6]2[O:11][CH2:10][C:9](=[O:12])[N:8]([CH2:21][CH2:22][C@H:23]3[CH2:24][CH2:25][C@H:26]([NH:29][C:30](=[O:31])[O:32][C:33]([CH3:36])([CH3:35])[CH3:34])[CH2:27][CH2:28]3)[C:7]=2[CH:13]=1, predict the reactants needed to synthesize it. The reactants are: [CH3:1][O:2][C:3]1[CH:4]=[CH:5][C:6]2[O:11][CH2:10][C:9](=[O:12])[NH:8][C:7]=2[CH:13]=1.[H-].[Na+].CS(O[CH2:21][CH2:22][C@H:23]1[CH2:28][CH2:27][C@H:26]([NH:29][C:30]([O:32][C:33]([CH3:36])([CH3:35])[CH3:34])=[O:31])[CH2:25][CH2:24]1)(=O)=O.COC1C=C2C(C=CC(=O)N2CCN2CCC(NC(=O)OC(C)(C)C)CC2)=CC=1. (3) Given the product [NH2:42][C@H:30]([C:28]([NH:27][C:5]1[CH:4]=[N:3][N:2]([CH3:1])[C:6]=1[NH:7][C:8]([C:21]1[CH:26]=[CH:25][CH:24]=[CH:23][CH:22]=1)([C:15]1[CH:20]=[CH:19][CH:18]=[CH:17][CH:16]=1)[C:9]1[CH:10]=[CH:11][CH:12]=[CH:13][CH:14]=1)=[O:29])[CH2:31][CH2:32][CH2:33][NH:34][C:35](=[O:41])[O:36][C:37]([CH3:40])([CH3:39])[CH3:38], predict the reactants needed to synthesize it. The reactants are: [CH3:1][N:2]1[C:6]([NH:7][C:8]([C:21]2[CH:26]=[CH:25][CH:24]=[CH:23][CH:22]=2)([C:15]2[CH:20]=[CH:19][CH:18]=[CH:17][CH:16]=2)[C:9]2[CH:14]=[CH:13][CH:12]=[CH:11][CH:10]=2)=[C:5]([NH:27][C:28]([C@@H:30]([NH:42]C(=O)OCC2C=CC=CC=2)[CH2:31][CH2:32][CH2:33][NH:34][C:35](=[O:41])[O:36][C:37]([CH3:40])([CH3:39])[CH3:38])=[O:29])[CH:4]=[N:3]1. (4) The reactants are: [CH3:1][NH+:2]([CH3:9])[CH2:3][CH2:4][CH2:5]C([O-])=O.[CH2:10](Br)[CH3:11].[CH3:13][OH:14].[OH-:15].[K+]. Given the product [CH2:10]([N+:2]([CH3:1])([CH3:9])[CH2:3][CH2:4][CH2:5][C:13]([O-:15])=[O:14])[CH3:11], predict the reactants needed to synthesize it. (5) Given the product [CH3:1][C:2]1[CH:7]=[CH:6][CH:5]=[C:4]([CH3:8])[C:3]=1[C:9]1[CH:14]=[CH:13][CH:12]=[C:11]([CH:15]2[CH2:24][CH2:23][C:22]3[C:17](=[CH:18][CH:19]=[C:20]([CH:25]([C:31]#[C:32][CH3:33])[CH2:26][C:27]([OH:29])=[O:28])[CH:21]=3)[O:16]2)[CH:10]=1, predict the reactants needed to synthesize it. The reactants are: [CH3:1][C:2]1[CH:7]=[CH:6][CH:5]=[C:4]([CH3:8])[C:3]=1[C:9]1[CH:14]=[CH:13][CH:12]=[C:11]([CH:15]2[CH2:24][CH2:23][C:22]3[C:17](=[CH:18][CH:19]=[C:20]([CH:25]([C:31]#[C:32][CH3:33])[CH2:26][C:27]([O:29]C)=[O:28])[CH:21]=3)[O:16]2)[CH:10]=1.[Li+].[OH-].Cl. (6) The reactants are: [F:1][CH:2]([F:30])[C:3]1[C:11]2[C:6](=[CH:7][C:8]([Br:12])=[CH:9][CH:10]=2)[N:5]([S:13]([C:16]2[CH:21]=[CH:20][C:19]([O:22][CH3:23])=[C:18]([N:24]3[CH2:29][CH2:28][NH:27][CH2:26][CH2:25]3)[CH:17]=2)(=[O:15])=[O:14])[CH:4]=1.[C:31]([BH3-])#N.[Na+].C=O. Given the product [F:30][CH:2]([F:1])[C:3]1[C:11]2[C:6](=[CH:7][C:8]([Br:12])=[CH:9][CH:10]=2)[N:5]([S:13]([C:16]2[CH:21]=[CH:20][C:19]([O:22][CH3:23])=[C:18]([N:24]3[CH2:29][CH2:28][N:27]([CH3:31])[CH2:26][CH2:25]3)[CH:17]=2)(=[O:15])=[O:14])[CH:4]=1, predict the reactants needed to synthesize it. (7) Given the product [OH-:15].[NH4+:1].[S:25]1[C:18]2[CH:19]=[CH:20][CH:21]=[CH:22][C:17]=2[N:23]=[C:24]1[NH:1][CH2:2][CH2:3][NH:4][C:5](=[O:16])[C@@H:6]([NH:9][C:10](=[O:15])[C:11]([F:14])([F:12])[F:13])[CH2:7][CH3:8], predict the reactants needed to synthesize it. The reactants are: [NH2:1][CH2:2][CH2:3][NH:4][C:5](=[O:16])[C@@H:6]([NH:9][C:10](=[O:15])[C:11]([F:14])([F:13])[F:12])[CH2:7][CH3:8].[C:17]1([N:23]=[C:24]=[S:25])[CH:22]=[CH:21][CH:20]=[CH:19][CH:18]=1.[Br-].[Br-].[Br-].C([N+](C)(C)C)C1C=CC=CC=1.C([N+](C)(C)C)C1C=CC=CC=1.C([N+](C)(C)C)C1C=CC=CC=1. (8) Given the product [F:1][C:2]1[CH:3]=[C:4]([CH:26]=[CH:27][CH:28]=1)[CH2:5][O:6][C:7]1[CH:12]=[CH:11][C:10]([NH:13][C:30]2[C:39]3[C:34](=[CH:35][CH:36]=[C:37]([I:40])[CH:38]=3)[N:33]=[CH:32][N:31]=2)=[CH:9][C:8]=1[C:14]#[C:15][Si:16]([CH:17]([CH3:18])[CH3:19])([CH:20]([CH3:21])[CH3:22])[CH:23]([CH3:25])[CH3:24], predict the reactants needed to synthesize it. The reactants are: [F:1][C:2]1[CH:3]=[C:4]([CH:26]=[CH:27][CH:28]=1)[CH2:5][O:6][C:7]1[CH:12]=[CH:11][C:10]([NH2:13])=[CH:9][C:8]=1[C:14]#[C:15][Si:16]([CH:23]([CH3:25])[CH3:24])([CH:20]([CH3:22])[CH3:21])[CH:17]([CH3:19])[CH3:18].Cl[C:30]1[C:39]2[C:34](=[CH:35][CH:36]=[C:37]([I:40])[CH:38]=2)[N:33]=[CH:32][N:31]=1.